Dataset: Full USPTO retrosynthesis dataset with 1.9M reactions from patents (1976-2016). Task: Predict the reactants needed to synthesize the given product. (1) The reactants are: [F:1][C:2]1[CH:3]=[C:4]2[C:8](=[CH:9][CH:10]=1)[NH:7][C:6](=[O:11])[CH2:5]2.[C:12]1([S:18]([C:21]2[C:22]([CH2:29][CH2:30][C:31]([OH:33])=[O:32])=[C:23]([CH:27]=O)[NH:24][C:25]=2[CH3:26])(=[O:20])=[O:19])[CH:17]=[CH:16][CH:15]=[CH:14][CH:13]=1.CC(O/N=C(/C(NCC=O)=O)\C1N=C(N)SC=1)(C(O)=O)C.N1CCCCC1. Given the product [C:12]1([S:18]([C:21]2[C:22]([CH2:29][CH2:30][C:31]([OH:33])=[O:32])=[C:23](/[CH:27]=[C:5]3\[C:6](=[O:11])[NH:7][C:8]4[C:4]\3=[CH:3][C:2]([F:1])=[CH:10][CH:9]=4)[NH:24][C:25]=2[CH3:26])(=[O:19])=[O:20])[CH:13]=[CH:14][CH:15]=[CH:16][CH:17]=1, predict the reactants needed to synthesize it. (2) Given the product [C:1]1([CH:7]([C:9]2[N:14]=[CH:13][C:12]([C:15]3[NH:19][C:18]([C:20]4[CH:21]=[N:22][CH:23]=[CH:24][CH:25]=4)=[N:17][CH:16]=3)=[CH:11][N:10]=2)[OH:8])[CH:2]=[CH:3][CH:4]=[CH:5][CH:6]=1, predict the reactants needed to synthesize it. The reactants are: [C:1]1([C:7]([C:9]2[N:14]=[CH:13][C:12]([C:15]3[NH:19][C:18]([C:20]4[CH:21]=[N:22][CH:23]=[CH:24][CH:25]=4)=[N:17][CH:16]=3)=[CH:11][N:10]=2)=[O:8])[CH:6]=[CH:5][CH:4]=[CH:3][CH:2]=1.[BH4-].[Na+]. (3) Given the product [C:25]([O:24][C:22]([NH:21][CH2:20][N:7]([C:8](=[O:19])[CH2:9][N:10]1[CH:18]=[C:16]([CH3:17])[C:14](=[O:15])[NH:13][C:11]1=[O:12])[CH2:6][CH2:5][C:4]([OH:29])=[O:3])=[O:23])([CH3:28])([CH3:26])[CH3:27], predict the reactants needed to synthesize it. The reactants are: C([O:3][C:4](=[O:29])[CH2:5][CH2:6][N:7]([CH2:20][NH:21][C:22]([O:24][C:25]([CH3:28])([CH3:27])[CH3:26])=[O:23])[C:8](=[O:19])[CH2:9][N:10]1[CH:18]=[C:16]([CH3:17])[C:14](=[O:15])[NH:13][C:11]1=[O:12])C. (4) Given the product [NH2:33][C:31]1[S:32][C:28]([C:23]2[CH:22]=[CH:21][C:26]([F:27])=[C:25]([C:9]3[CH:10]=[CH:11][C:12]([S:15]([NH2:18])(=[O:16])=[O:17])=[CH:13][CH:14]=3)[CH:24]=2)=[C:29]([C:34]2[CH:39]=[CH:38][CH:37]=[C:36]([CH3:40])[N:35]=2)[N:30]=1, predict the reactants needed to synthesize it. The reactants are: CC1(C)C(C)(C)OB([C:9]2[CH:14]=[CH:13][C:12]([S:15]([NH2:18])(=[O:17])=[O:16])=[CH:11][CH:10]=2)O1.Br[C:21]1[CH:22]=[C:23]([C:28]2[S:32][C:31]([NH2:33])=[N:30][C:29]=2[C:34]2[CH:39]=[CH:38][CH:37]=[C:36]([CH3:40])[N:35]=2)[CH:24]=[CH:25][C:26]=1[F:27]. (5) Given the product [Cl:1][C:2]1[CH:3]=[C:4]([C:9]2([C:24]([F:25])([F:27])[F:26])[O:13][N:12]=[C:11]([C:14]3[CH:19]=[CH:18][C:17]([N+:20]([O-:22])=[O:21])=[C:16]([O:23][CH:29]([F:36])[F:35])[CH:15]=3)[CH2:10]2)[CH:5]=[C:6]([Cl:8])[CH:7]=1, predict the reactants needed to synthesize it. The reactants are: [Cl:1][C:2]1[CH:3]=[C:4]([C:9]2([C:24]([F:27])([F:26])[F:25])[O:13][N:12]=[C:11]([C:14]3[CH:19]=[CH:18][C:17]([N+:20]([O-:22])=[O:21])=[C:16]([OH:23])[CH:15]=3)[CH2:10]2)[CH:5]=[C:6]([Cl:8])[CH:7]=1.Br[C:29]([F:36])([F:35])C(OCC)=O.C(=O)([O-])[O-].[K+].[K+].